Dataset: M1 muscarinic receptor antagonist screen with 61,756 compounds. Task: Binary Classification. Given a drug SMILES string, predict its activity (active/inactive) in a high-throughput screening assay against a specified biological target. The molecule is S(Cc1ncccc1)CC(=O)Nc1ccccc1. The result is 0 (inactive).